Dataset: Human liver microsome stability data. Task: Regression/Classification. Given a drug SMILES string, predict its absorption, distribution, metabolism, or excretion properties. Task type varies by dataset: regression for continuous measurements (e.g., permeability, clearance, half-life) or binary classification for categorical outcomes (e.g., BBB penetration, CYP inhibition). Dataset: hlm. (1) The molecule is COCCN(C(=O)Nc1ccc(-c2ncnc3[nH]c(C)c(C)c23)cc1F)c1ccc(Cl)cc1. The result is 1 (stable in human liver microsomes). (2) The drug is CC(C)(C)CCN1C(=O)C(C2=NS(=O)(=O)c3ccccc32)=C(O)[C@@H]1C(C)(C)C. The result is 1 (stable in human liver microsomes). (3) The drug is CC(C)[C@@H](CF)NC(=O)c1nn(-c2c[n+]([O-])ccn2)c2c1C[C@@H]1C[C@H]21. The result is 0 (unstable in human liver microsomes). (4) The result is 0 (unstable in human liver microsomes). The molecule is CN(C)CCNC(=O)C1=C[C@@]2(CC1)CCN(C(=O)c1ccc(NC(=O)c3ccccc3F)cc1)c1ccccc1C2.